Dataset: Full USPTO retrosynthesis dataset with 1.9M reactions from patents (1976-2016). Task: Predict the reactants needed to synthesize the given product. (1) Given the product [F:26][C:9]1[CH:10]=[C:11]([O:12][C:13]2[C:22]3[N:21]=[CH:20][C:19](=[O:23])[NH:18][C:17]=3[N:16]=[CH:15][CH:14]=2)[CH:24]=[CH:25][C:8]=1[NH:7][C:28](=[O:29])[O:30][C:31]1[CH:36]=[CH:35][CH:34]=[CH:33][CH:32]=1, predict the reactants needed to synthesize it. The reactants are: N1C=CC=CC=1.[NH2:7][C:8]1[CH:25]=[CH:24][C:11]([O:12][C:13]2[C:22]3[N:21]=[CH:20][C:19](=[O:23])[NH:18][C:17]=3[N:16]=[CH:15][CH:14]=2)=[CH:10][C:9]=1[F:26].Cl[C:28]([O:30][C:31]1[CH:36]=[CH:35][CH:34]=[CH:33][CH:32]=1)=[O:29]. (2) The reactants are: [SiH](CC)(CC)CC.[CH2:8]([O:10][C:11]([C:13]1[NH:14][C:15]2[C:20]([C:21]=1[C:22](=O)[CH3:23])=[CH:19][C:18]([Br:25])=[CH:17][CH:16]=2)=[O:12])[CH3:9].O. Given the product [CH2:8]([O:10][C:11]([C:13]1[NH:14][C:15]2[C:20]([C:21]=1[CH2:22][CH3:23])=[CH:19][C:18]([Br:25])=[CH:17][CH:16]=2)=[O:12])[CH3:9], predict the reactants needed to synthesize it.